The task is: Regression. Given a peptide amino acid sequence and an MHC pseudo amino acid sequence, predict their binding affinity value. This is MHC class I binding data.. This data is from Peptide-MHC class I binding affinity with 185,985 pairs from IEDB/IMGT. The peptide sequence is ETDDYMFFV. The MHC is HLA-B51:01 with pseudo-sequence HLA-B51:01. The binding affinity (normalized) is 0.0847.